Dataset: Forward reaction prediction with 1.9M reactions from USPTO patents (1976-2016). Task: Predict the product of the given reaction. (1) Given the reactants [CH3:1][O:2][C:3](=[O:12])[CH:4](Cl)[C:5](=O)[CH2:6][CH2:7][CH2:8][CH3:9].[F:13][C:14]([F:25])([F:24])[C:15]1[CH:23]=[CH:22][C:18]([C:19]([NH2:21])=[S:20])=[CH:17][CH:16]=1, predict the reaction product. The product is: [CH3:1][O:2][C:3]([C:4]1[S:20][C:19]([C:18]2[CH:17]=[CH:16][C:15]([C:14]([F:24])([F:13])[F:25])=[CH:23][CH:22]=2)=[N:21][C:5]=1[CH2:6][CH2:7][CH2:8][CH3:9])=[O:12]. (2) Given the reactants I[C:2]1[C:10]2[C:5](=[CH:6][CH:7]=[CH:8][C:9]=2[NH:11][C:12]([C:14]2[N:18]3[CH:19]=[CH:20][CH:21]=[CH:22][C:17]3=[N:16][CH:15]=2)=[O:13])[N:4]([CH2:23][C:24]2[CH:25]=[N:26][N:27]([CH2:29][C:30]3[CH:35]=[CH:34][C:33]([O:36][CH3:37])=[CH:32][CH:31]=3)[CH:28]=2)[N:3]=1.B(O)(O)O.F[C:43]([K])=[C:44](F)F.C(N(CC)CC)C.CO, predict the reaction product. The product is: [CH2:43]([C:2]1[C:10]2[C:5](=[CH:6][CH:7]=[CH:8][C:9]=2[NH:11][C:12]([C:14]2[N:18]3[CH:19]=[CH:20][CH:21]=[CH:22][C:17]3=[N:16][CH:15]=2)=[O:13])[N:4]([CH2:23][C:24]2[CH:25]=[N:26][N:27]([CH2:29][C:30]3[CH:35]=[CH:34][C:33]([O:36][CH3:37])=[CH:32][CH:31]=3)[CH:28]=2)[N:3]=1)[CH3:44]. (3) Given the reactants [OH:1][C:2]1[CH:7]=[CH:6][C:5]([OH:8])=[CH:4][C:3]=1[C:9](=[O:11])[CH3:10].[CH3:12][C:13]([CH3:15])=O.N1CCCCC1, predict the reaction product. The product is: [OH:8][C:5]1[CH:4]=[C:3]2[C:2](=[CH:7][CH:6]=1)[O:1][C:13]([CH3:15])([CH3:12])[CH2:10][C:9]2=[O:11]. (4) Given the reactants [C:1]([O:5][C:6]([N:8]1[CH2:13][CH2:12][C@:11]([OH:27])([C:14]2[CH:19]=[CH:18][C:17]([CH2:20][O:21][CH2:22][C@@H:23]([CH3:26])[CH2:24][OH:25])=[CH:16][CH:15]=2)[C@@H:10]([O:28][CH2:29][C:30]2[CH:31]=[CH:32][C:33]3[O:38][CH2:37][CH2:36][N:35]([CH2:39][CH2:40][CH2:41][O:42][CH3:43])[C:34]=3[CH:44]=2)[CH2:9]1)=[O:7])([CH3:4])([CH3:3])[CH3:2].CCN(CC)CC.[C:52]1([CH3:62])[CH:57]=[CH:56][C:55]([S:58](Cl)(=[O:60])=[O:59])=[CH:54][CH:53]=1.C([O-])(O)=O.[Na+], predict the reaction product. The product is: [C:1]([O:5][C:6]([N:8]1[CH2:13][CH2:12][C@:11]([OH:27])([C:14]2[CH:15]=[CH:16][C:17]([CH2:20][O:21][CH2:22][C@@H:23]([CH3:26])[CH2:24][O:25][S:58]([C:55]3[CH:56]=[CH:57][C:52]([CH3:62])=[CH:53][CH:54]=3)(=[O:60])=[O:59])=[CH:18][CH:19]=2)[C@@H:10]([O:28][CH2:29][C:30]2[CH:31]=[CH:32][C:33]3[O:38][CH2:37][CH2:36][N:35]([CH2:39][CH2:40][CH2:41][O:42][CH3:43])[C:34]=3[CH:44]=2)[CH2:9]1)=[O:7])([CH3:3])([CH3:2])[CH3:4]. (5) Given the reactants [CH3:1][O:2][C:3](=[O:30])[CH2:4][C:5]1[CH:10]=[CH:9][CH:8]=[C:7]([O:11][CH2:12][CH2:13][CH2:14][NH:15][CH2:16][CH:17]([C:24]2[CH:29]=[CH:28][CH:27]=[CH:26][CH:25]=2)[C:18]2[CH:23]=[CH:22][CH:21]=[CH:20][CH:19]=2)[CH:6]=1.[F:31][C:32]1[C:39]([C:40]([F:43])([F:42])[F:41])=[CH:38][CH:37]=[CH:36][C:33]=1[CH2:34]Br.C(=O)([O-])[O-].[K+].[K+], predict the reaction product. The product is: [CH3:1][O:2][C:3](=[O:30])[CH2:4][C:5]1[CH:10]=[CH:9][CH:8]=[C:7]([O:11][CH2:12][CH2:13][CH2:14][N:15]([CH2:16][CH:17]([C:24]2[CH:29]=[CH:28][CH:27]=[CH:26][CH:25]=2)[C:18]2[CH:19]=[CH:20][CH:21]=[CH:22][CH:23]=2)[CH2:34][C:33]2[CH:36]=[CH:37][CH:38]=[C:39]([C:40]([F:41])([F:43])[F:42])[C:32]=2[F:31])[CH:6]=1. (6) Given the reactants [C:1]1([C:7]2[N:11]=[C:10]([N:12]3[CH2:17][CH2:16][NH:15][CH2:14][CH2:13]3)[S:9][N:8]=2)[CH:6]=[CH:5][CH:4]=[CH:3][CH:2]=1.C(N(CC)CC)C.[F:25][C:26]1[CH:27]=[C:28]([N:32]=[C:33]=[O:34])[CH:29]=[CH:30][CH:31]=1, predict the reaction product. The product is: [F:25][C:26]1[CH:27]=[C:28]([NH:32][C:33]([N:15]2[CH2:16][CH2:17][N:12]([C:10]3[S:9][N:8]=[C:7]([C:1]4[CH:2]=[CH:3][CH:4]=[CH:5][CH:6]=4)[N:11]=3)[CH2:13][CH2:14]2)=[O:34])[CH:29]=[CH:30][CH:31]=1. (7) Given the reactants C[O:2][C:3]1[C:4]([O:19]C)=[N:5][C:6]2[CH:7]=[C:8]([CH3:18])[C:9]3[CH2:16][N:15]([CH3:17])[CH2:14][CH2:13][C:10]=3[C:11]=2[N:12]=1.[ClH:21].C, predict the reaction product. The product is: [ClH:21].[CH3:18][C:8]1[C:9]2[CH2:16][N:15]([CH3:17])[CH2:14][CH2:13][C:10]=2[C:11]2[NH:12][C:3](=[O:2])[C:4](=[O:19])[NH:5][C:6]=2[CH:7]=1. (8) The product is: [CH3:38][O:39][C:40](=[O:58])[C:4]1[CH:3]=[CH:2][CH:7]=[CH:6][C:5]=1[C:8]1[N:12]([CH2:13][CH:14]2[CH2:15][CH2:16][CH2:17][CH2:18][CH2:19]2)[C:11]2[CH:25]=[C:26]([F:30])[C:27]([F:29])=[CH:28][C:10]=2[N:9]=1. Given the reactants Cl[C:2]1[CH:7]=[CH:6][C:5]([C:8]2[N:12]([CH2:13][C:14]3[CH:19]=[CH:18][C:17](CCC(O)=O)=[CH:16][CH:15]=3)[C:11]3[CH:25]=[C:26]([F:30])[C:27]([F:29])=[CH:28][C:10]=3[N:9]=2)=[C:4](OCC2CCCC2)[CH:3]=1.[CH3:38][O:39][C:40](=[O:58])C1C=CC=CC=1C1NC2C=C(F)C(F)=CC=2N=1.BrCC1CCCCC1, predict the reaction product.